This data is from Reaction yield outcomes from USPTO patents with 853,638 reactions. The task is: Predict the reaction yield, written as a fraction of the theoretical maximum amount of product (1.0 means a 100% yield; for example, 0.34 means a 34% yield). (1) The yield is 0.650. The product is [Cl:1][C:2]1[CH:7]=[C:6]([C:8]2[N:12]=[CH:11][NH:10][N:9]=2)[CH:5]=[CH:4][C:3]=1[C:21]1[CH:22]=[N:23][N:24]2[CH:29]=[CH:28][C:27]([N:30]3[C@@H:34]([CH:35]([CH3:36])[CH3:37])[CH2:33][O:32][C:31]3=[O:38])=[N:26][C:25]=12. No catalyst specified. The reactants are [Cl:1][C:2]1[CH:7]=[C:6]([C:8]2[N:12]=[CH:11][N:10](COCC[Si](C)(C)C)[N:9]=2)[CH:5]=[CH:4][C:3]=1[C:21]1[CH:22]=[N:23][N:24]2[CH:29]=[CH:28][C:27]([N:30]3[C@@H:34]([CH:35]([CH3:37])[CH3:36])[CH2:33][O:32][C:31]3=[O:38])=[N:26][C:25]=12.ClC1C=C(C2N(COCC[Si](C)(C)C)N=CN=2)C=CC=1C1C=NN2C=CC(N3[C@@H](C(C)C)COC3=O)=NC=12. (2) The reactants are [OH:1]/[N:2]=[C:3](/[C:6]1[C:27]([CH3:28])=[CH:26][C:9]([O:10][CH2:11][C:12]2[CH:17]=[CH:16][CH:15]=[CH:14][C:13]=2/[C:18](=[CH:23]\[O:24][CH3:25])/[C:19]([O:21][CH3:22])=[O:20])=[C:8]([CH3:29])[CH:7]=1)\[CH2:4][CH3:5].C(=O)([O-])[O-].[Cs+].[Cs+].[CH2:36](Br)[CH2:37][CH3:38]. The catalyst is C(#N)C.O. The product is [CH3:29][C:8]1[CH:7]=[C:6](/[C:3](=[N:2]/[O:1][CH2:36][CH2:37][CH3:38])/[CH2:4][CH3:5])[C:27]([CH3:28])=[CH:26][C:9]=1[O:10][CH2:11][C:12]1[CH:17]=[CH:16][CH:15]=[CH:14][C:13]=1/[C:18](=[CH:23]\[O:24][CH3:25])/[C:19]([O:21][CH3:22])=[O:20]. The yield is 0.770.